This data is from Full USPTO retrosynthesis dataset with 1.9M reactions from patents (1976-2016). The task is: Predict the reactants needed to synthesize the given product. (1) Given the product [F:1][C:2]([F:7])([F:6])[C:3]([OH:5])=[O:4].[CH3:19][CH:17]([O:16][C:15]1[C:10]([C:8]#[N:9])=[CH:11][C:12]([C:20]2[O:24][N:23]=[C:22]([C:25]3[C:26]([CH3:42])=[C:27]4[C:32](=[CH:33][CH:34]=3)[CH2:31][NH:30][CH2:29][CH2:28]4)[N:21]=2)=[CH:13][N:14]=1)[CH3:18], predict the reactants needed to synthesize it. The reactants are: [F:1][C:2]([F:7])([F:6])[C:3]([OH:5])=[O:4].[C:8]([C:10]1[CH:11]=[C:12]([C:20]2[O:24][N:23]=[C:22]([C:25]3[C:26]([CH3:42])=[C:27]4[C:32](=[CH:33][CH:34]=3)[CH2:31][N:30](C(OC(C)(C)C)=O)[CH2:29][CH2:28]4)[N:21]=2)[CH:13]=[N:14][C:15]=1[O:16][CH:17]([CH3:19])[CH3:18])#[N:9]. (2) Given the product [N+:18]([C:21]1[CH:22]=[CH:23][C:24]([CH2:27][C:28](=[O:30])[CH3:1])=[CH:25][CH:26]=1)([O-:20])=[O:19], predict the reactants needed to synthesize it. The reactants are: [C:1](OCC)(=O)CC([O-])=O.[Cl-].[Al+3].[Cl-].[Cl-].S(Cl)(Cl)=O.[N+:18]([C:21]1[CH:26]=[CH:25][C:24]([CH2:27][C:28]([OH:30])=O)=[CH:23][CH:22]=1)([O-:20])=[O:19]. (3) Given the product [S:1]1[C:5]([C@H:6]([O:26][Si:27]([C:40]([CH3:43])([CH3:42])[CH3:41])([C:34]2[CH:39]=[CH:38][CH:37]=[CH:36][CH:35]=2)[C:28]2[CH:29]=[CH:30][CH:31]=[CH:32][CH:33]=2)/[CH:7]=[CH:8]/[C@H:9]2[C:13](=[O:14])[CH2:12][C@H:11]([O:15][CH:49]3[CH2:50][CH2:51][CH2:52][CH2:53][O:48]3)[C@@H:10]2[CH2:16]/[CH:17]=[CH:18]\[CH2:19][CH2:20][CH2:21][C:22]([O:24][CH3:25])=[O:23])=[CH:4][C:3]2[CH:44]=[CH:45][CH:46]=[CH:47][C:2]1=2, predict the reactants needed to synthesize it. The reactants are: [S:1]1[C:5]([C@H:6]([O:26][Si:27]([C:40]([CH3:43])([CH3:42])[CH3:41])([C:34]2[CH:39]=[CH:38][CH:37]=[CH:36][CH:35]=2)[C:28]2[CH:33]=[CH:32][CH:31]=[CH:30][CH:29]=2)/[CH:7]=[CH:8]/[C@H:9]2[C:13](=[O:14])[CH2:12][C@H:11]([OH:15])[C@@H:10]2[CH2:16]/[CH:17]=[CH:18]\[CH2:19][CH2:20][CH2:21][C:22]([O:24][CH3:25])=[O:23])=[CH:4][C:3]2[CH:44]=[CH:45][CH:46]=[CH:47][C:2]1=2.[O:48]1[CH:53]=[CH:52][CH2:51][CH2:50][CH2:49]1.C1(C)C=CC(S(O)(=O)=O)=CC=1. (4) Given the product [CH3:18][O:17][C:7]1[CH:6]=[C:5]([NH:2][C:3]([NH2:1])=[S:4])[CH:10]=[CH:9][C:8]=1[N:11]1[CH:15]=[N:14][C:13]([CH3:16])=[N:12]1, predict the reactants needed to synthesize it. The reactants are: [NH3:1].[N:2]([C:5]1[CH:10]=[CH:9][C:8]([N:11]2[CH:15]=[N:14][C:13]([CH3:16])=[N:12]2)=[C:7]([O:17][CH3:18])[CH:6]=1)=[C:3]=[S:4]. (5) The reactants are: [Br:1][CH2:2][CH:3]1[CH2:6][CH2:5][CH2:4]1.[C:7]1([P:13]([C:20]2[CH:25]=[CH:24][CH:23]=[CH:22][CH:21]=2)[C:14]2[CH:19]=[CH:18][CH:17]=[CH:16][CH:15]=2)[CH:12]=[CH:11][CH:10]=[CH:9][CH:8]=1.CCCCCC. Given the product [Br-:1].[CH:3]1([CH2:2][P+:13]([C:14]2[CH:15]=[CH:16][CH:17]=[CH:18][CH:19]=2)([C:20]2[CH:25]=[CH:24][CH:23]=[CH:22][CH:21]=2)[C:7]2[CH:8]=[CH:9][CH:10]=[CH:11][CH:12]=2)[CH2:6][CH2:5][CH2:4]1, predict the reactants needed to synthesize it. (6) Given the product [Cl:22][C:23]1[CH:30]=[C:29]([N:31]2[CH:5]([CH:1]3[CH2:4][CH2:3][CH2:2]3)[CH:6]3[C:7]([C:8]4[CH:9]=[CH:10][C:11]([C:16]([OH:18])=[O:17])=[CH:12][C:13]=4[CH2:14][CH2:15]3)=[N:32]2)[CH:28]=[CH:27][C:24]=1[C:25]#[N:26], predict the reactants needed to synthesize it. The reactants are: [CH:1]1([CH:5]=[C:6]2[CH2:15][CH2:14][C:13]3[CH:12]=[C:11]([C:16]([O:18]C)=[O:17])[CH:10]=[CH:9][C:8]=3[C:7]2=O)[CH2:4][CH2:3][CH2:2]1.Cl.[Cl:22][C:23]1[CH:30]=[C:29]([NH:31][NH2:32])[CH:28]=[CH:27][C:24]=1[C:25]#[N:26]. (7) The reactants are: C[Si](C)(C)[C:3]1[O:11][C:10]2[C:5](=[N:6][C:7]([C:12]([O:14][CH3:15])=[O:13])=[CH:8][CH:9]=2)[CH:4]=1.CO.C([O-])([O-])=O.[K+].[K+]. Given the product [O:11]1[C:10]2[C:5](=[N:6][C:7]([C:12]([O:14][CH3:15])=[O:13])=[CH:8][CH:9]=2)[CH:4]=[CH:3]1, predict the reactants needed to synthesize it. (8) Given the product [O:1]1[C:5]2[CH:6]=[CH:7][CH:8]=[CH:9][C:4]=2[C:3]([CH2:10][CH2:11][N:13]2[CH2:14][CH2:15][CH:16]([NH:19][CH3:20])[CH2:17][CH2:18]2)=[CH:2]1, predict the reactants needed to synthesize it. The reactants are: [O:1]1[C:5]2[CH:6]=[CH:7][CH:8]=[CH:9][C:4]=2[C:3]([CH2:10][C:11]([N:13]2[CH2:18][CH2:17][CH:16]([NH:19][CH3:20])[CH2:15][CH2:14]2)=O)=[CH:2]1.[H-].[H-].[H-].[H-].[Li+].[Al+3].O.[OH-].[Na+]. (9) Given the product [CH2:1]([N:3]1[C:7]([NH:8][C:9](=[O:27])[C:10]2[CH:15]=[C:14]([C:29]3[CH:37]=[C:36]4[C:32]([C:33]([C:38]5[CH:43]=[CH:42][C:41]([F:44])=[CH:40][CH:39]=5)=[N:34][NH:35]4)=[CH:31][CH:30]=3)[C:13]([CH3:25])=[C:12]([F:26])[CH:11]=2)=[CH:6][CH:5]=[N:4]1)[CH3:2], predict the reactants needed to synthesize it. The reactants are: [CH2:1]([N:3]1[C:7]([NH:8][C:9](=[O:27])[C:10]2[CH:15]=[C:14](B3OC(C)(C)C(C)(C)O3)[C:13]([CH3:25])=[C:12]([F:26])[CH:11]=2)=[CH:6][CH:5]=[N:4]1)[CH3:2].Br[C:29]1[CH:37]=[C:36]2[C:32]([C:33]([C:38]3[CH:43]=[CH:42][C:41]([F:44])=[CH:40][CH:39]=3)=[N:34][NH:35]2)=[CH:31][CH:30]=1.